This data is from NCI-60 drug combinations with 297,098 pairs across 59 cell lines. The task is: Regression. Given two drug SMILES strings and cell line genomic features, predict the synergy score measuring deviation from expected non-interaction effect. Drug 1: C1=CN(C(=O)N=C1N)C2C(C(C(O2)CO)O)O.Cl. Cell line: MCF7. Drug 2: C(CCl)NC(=O)N(CCCl)N=O. Synergy scores: CSS=1.67, Synergy_ZIP=-0.109, Synergy_Bliss=2.04, Synergy_Loewe=-1.15, Synergy_HSA=0.953.